Predict which catalyst facilitates the given reaction. From a dataset of Catalyst prediction with 721,799 reactions and 888 catalyst types from USPTO. (1) Reactant: [CH3:1][C:2]1[CH:8]=[C:7]([CH3:9])[CH:6]=[CH:5][C:3]=1[NH2:4].[N+:10]([O-])([OH:12])=[O:11].[OH-].[Na+]. Product: [CH3:1][C:2]1[CH:8]=[C:7]([CH3:9])[CH:6]=[CH:5][C:3]=1[NH:4][N+:10]([O-:12])=[O:11]. The catalyst class is: 65. (2) Reactant: [F:1][CH:2]([F:5])[CH2:3][NH2:4].C(N(CC)C(C)C)(C)C.CN(C(ON1N=NC2C=CC=NC1=2)=[N+](C)C)C.F[P-](F)(F)(F)(F)F.[C:39]([C:43]1[N:47]([CH2:48][CH:49]2[CH2:54][CH2:53][O:52][CH2:51][CH2:50]2)[C:46]2[CH:55]=[CH:56][C:57]([S:59]([N:62]3[CH:66]=[CH:65][C:64]([C:67](O)=[O:68])=[CH:63]3)(=[O:61])=[O:60])=[CH:58][C:45]=2[N:44]=1)([CH3:42])([CH3:41])[CH3:40]. Product: [C:39]([C:43]1[N:47]([CH2:48][CH:49]2[CH2:54][CH2:53][O:52][CH2:51][CH2:50]2)[C:46]2[CH:55]=[CH:56][C:57]([S:59]([N:62]3[CH:66]=[CH:65][C:64]([C:67]([NH:4][CH2:3][CH:2]([F:5])[F:1])=[O:68])=[CH:63]3)(=[O:61])=[O:60])=[CH:58][C:45]=2[N:44]=1)([CH3:42])([CH3:40])[CH3:41]. The catalyst class is: 3. (3) Reactant: [CH3:1][O:2][C:3]([C:5]1[NH:6][CH:7]=[C:8]([C:10](=[O:14])[CH:11]([CH3:13])[CH3:12])[CH:9]=1)=[O:4].C(=O)([O-])[O-].[Cs+].[Cs+].Br[CH2:22][C:23]1[CH:28]=[CH:27][C:26]([F:29])=[C:25]([F:30])[CH:24]=1.O. Product: [CH3:1][O:2][C:3]([C:5]1[N:6]([CH2:22][C:23]2[CH:28]=[CH:27][C:26]([F:29])=[C:25]([F:30])[CH:24]=2)[CH:7]=[C:8]([C:10](=[O:14])[CH:11]([CH3:12])[CH3:13])[CH:9]=1)=[O:4]. The catalyst class is: 3. (4) Reactant: [F:1][C:2]1[CH:3]=[C:4]2C(=[CH:9][CH:10]=1)NC(=O)[C:5]2=[N:12][N:13]=CC1(C)CC(C)(C(O)=O)CN1.Cl.C(N=C=NCCCN(C)C)C.[OH:37][C:38]1C2N=NNC=2[CH:41]=[CH:40][CH:39]=1.C([N:49]([CH2:52][CH3:53])[CH2:50][CH3:51])C.[NH2:54][C:55]1[CH:60]=[C:59]([O:61][CH3:62])[CH:58]=[CH:57][C:56]=1[NH:63][C:64](=[O:75])[C:65]1[CH:70]=[CH:69][C:68]([NH:71][CH2:72][CH2:73][NH2:74])=[N:67][CH:66]=1.[CH3:76][N:77]([CH:79]=[O:80])C. Product: [NH2:54][C:55]1[CH:60]=[C:59]([O:61][CH3:62])[CH:58]=[CH:57][C:56]=1[NH:63][C:64](=[O:75])[C:65]1[CH:70]=[CH:69][C:68]([NH:71][CH2:72][CH2:73][NH:74][C:38]([C:39]2[C:40]([CH3:41])=[C:52]([CH:53]=[N:13][N:12]=[C:5]3[C:4]4[C:76](=[CH:9][CH:10]=[C:2]([F:1])[CH:3]=4)[NH:77][C:79]3=[O:80])[NH:49][C:50]=2[CH3:51])=[O:37])=[N:67][CH:66]=1. The catalyst class is: 170. (5) Reactant: CN1C(=O)CCC1.[CH3:8][C:9]1[C:17]2[C:12](=[CH:13][C:14]([NH:18][C:19]3[N:28]=[CH:27][C:26]4[C:21](=[C:22]([CH3:30])[C:23](F)=[CH:24][CH:25]=4)[N:20]=3)=[CH:15][CH:16]=2)[NH:11][N:10]=1.[NH:31]1[CH2:36][CH2:35][CH:34]([CH2:37][OH:38])[CH2:33][CH2:32]1. Product: [CH3:8][C:9]1[C:17]2[C:12](=[CH:13][C:14]([NH:18][C:19]3[N:28]=[CH:27][C:26]4[C:21](=[C:22]([CH3:30])[C:23]([N:31]5[CH2:36][CH2:35][CH:34]([CH2:37][OH:38])[CH2:33][CH2:32]5)=[CH:24][CH:25]=4)[N:20]=3)=[CH:15][CH:16]=2)[NH:11][N:10]=1. The catalyst class is: 6.